Dataset: Full USPTO retrosynthesis dataset with 1.9M reactions from patents (1976-2016). Task: Predict the reactants needed to synthesize the given product. (1) Given the product [Cl:1][C:2]1[C:3]([CH2:9][C:10]2[CH:15]=[CH:14][C:13]([O:16][CH3:17])=[CH:12][CH:11]=2)=[C:4]([OH:8])[CH:5]=[CH:6][CH:7]=1, predict the reactants needed to synthesize it. The reactants are: [Cl:1][C:2]1[C:3]([CH:9](O)[C:10]2[CH:15]=[CH:14][C:13]([O:16][CH3:17])=[CH:12][CH:11]=2)=[C:4]([OH:8])[CH:5]=[CH:6][CH:7]=1.C([SiH](CC)CC)C.C(=O)([O-])O.[Na+]. (2) Given the product [ClH:47].[ClH:1].[Cl:47][C:44]1[CH:43]=[CH:42][C:41]([C:38]2[CH:39]=[CH:40][C:35]([N:32]3[CH2:31][CH2:30][NH:29][CH2:34][CH2:33]3)=[N:36][CH:37]=2)=[CH:46][CH:45]=1, predict the reactants needed to synthesize it. The reactants are: [ClH:1].Cl.FC1C=CC(C2C=NC(N3CCNCC3)=NC=2)=CC=1.C(OC([N:29]1[CH2:34][CH2:33][N:32]([C:35]2[CH:40]=[CH:39][C:38]([C:41]3[CH:46]=[CH:45][C:44]([Cl:47])=[CH:43][CH:42]=3)=[CH:37][N:36]=2)[CH2:31][CH2:30]1)=O)(C)(C)C. (3) Given the product [Cl:16][C:17]1[CH:30]=[CH:29][C:20]2[S:21][C:22]([S:25]([NH:1][C:2]3[CH:10]=[C:9]4[C:5]([C:6]([CH2:11][CH2:12][N:13]([CH3:14])[CH3:15])=[CH:7][NH:8]4)=[CH:4][CH:3]=3)(=[O:26])=[O:27])=[C:23]([CH3:24])[C:19]=2[CH:18]=1, predict the reactants needed to synthesize it. The reactants are: [NH2:1][C:2]1[CH:10]=[C:9]2[C:5]([C:6]([CH2:11][CH2:12][N:13]([CH3:15])[CH3:14])=[CH:7][NH:8]2)=[CH:4][CH:3]=1.[Cl:16][C:17]1[CH:30]=[CH:29][C:20]2[S:21][C:22]([S:25](Cl)(=[O:27])=[O:26])=[C:23]([CH3:24])[C:19]=2[CH:18]=1. (4) The reactants are: [C:1]([O:5][C:6](=[O:16])[NH:7][CH2:8][C:9]1[CH:14]=[CH:13][C:12]([NH2:15])=[CH:11][CH:10]=1)([CH3:4])([CH3:3])[CH3:2].C([N:25]=[C:26]=[S:27])(=O)C1C=CC=CC=1.CO.C(=O)([O-])[O-].[K+].[K+]. Given the product [C:1]([O:5][C:6](=[O:16])[NH:7][CH2:8][C:9]1[CH:10]=[CH:11][C:12]([NH:15][C:26]([NH2:25])=[S:27])=[CH:13][CH:14]=1)([CH3:4])([CH3:2])[CH3:3], predict the reactants needed to synthesize it. (5) Given the product [NH2:8][C@@H:9]([CH:26]1[CH2:31][CH2:30][O:29][CH2:28][CH2:27]1)[C:10]([N:12]1[C:16]2=[N:17][CH:18]=[CH:19][CH:20]=[C:15]2[CH2:14][C@H:13]1[C:21]([O:23][CH2:24][CH3:25])=[O:22])=[O:11], predict the reactants needed to synthesize it. The reactants are: C(OC([NH:8][C@@H:9]([CH:26]1[CH2:31][CH2:30][O:29][CH2:28][CH2:27]1)[C:10]([N:12]1[C:16]2=[N:17][CH:18]=[CH:19][CH:20]=[C:15]2[CH2:14][C@H:13]1[C:21]([O:23][CH2:24][CH3:25])=[O:22])=[O:11])=O)(C)(C)C.C(O)(C(F)(F)F)=O. (6) Given the product [CH2:1]([C:8]1[S:12][C:11]([C:13]2[CH:18]=[C:17]([F:19])[CH:16]=[CH:15][C:14]=2[F:20])=[N:10][C:9]=1[C@H:21]([N:26]([CH2:34][C@H:35]1[C@@H:39]([F:40])[CH2:38][NH:37][CH2:36]1)[C:27]([C@@H:29]1[CH2:33][CH2:32][CH2:31][O:30]1)=[O:28])[C:22]([CH3:25])([CH3:24])[CH3:23])[C:2]1[CH:3]=[CH:4][CH:5]=[CH:6][CH:7]=1, predict the reactants needed to synthesize it. The reactants are: [CH2:1]([C:8]1[S:12][C:11]([C:13]2[CH:18]=[C:17]([F:19])[CH:16]=[CH:15][C:14]=2[F:20])=[N:10][C:9]=1[C@H:21]([N:26]([CH2:34][C@H:35]1[C@@H:39]([F:40])[CH2:38][N:37](C(OCC2C=CC=CC=2)=O)[CH2:36]1)[C:27]([C@@H:29]1[CH2:33][CH2:32][CH2:31][O:30]1)=[O:28])[C:22]([CH3:25])([CH3:24])[CH3:23])[C:2]1[CH:7]=[CH:6][CH:5]=[CH:4][CH:3]=1. (7) Given the product [CH3:1][N:2]1[C:6]([OH:7])=[C:5]([CH3:8])[C:4]([C:10]2[CH:15]=[CH:14][CH:13]=[CH:12][CH:11]=2)=[N:3]1, predict the reactants needed to synthesize it. The reactants are: [CH3:1][N:2]1[C:6](=[O:7])[C:5]([CH:8]=O)=[C:4]([C:10]2[CH:15]=[CH:14][CH:13]=[CH:12][CH:11]=2)[NH:3]1.